From a dataset of Full USPTO retrosynthesis dataset with 1.9M reactions from patents (1976-2016). Predict the reactants needed to synthesize the given product. (1) Given the product [F:1][C:2]1[C:7]([F:8])=[CH:6][CH:5]=[CH:4][C:3]=1[C@@:9]([NH:19][S@@:20]([C:22]([CH3:25])([CH3:24])[CH3:23])=[O:21])([CH2:12][C@H:13]([OH:18])[C:14]([F:17])([F:15])[F:16])[CH2:10][F:11], predict the reactants needed to synthesize it. The reactants are: [F:1][C:2]1[C:7]([F:8])=[CH:6][CH:5]=[CH:4][C:3]=1[C@@:9]([NH:19][S@@:20]([C:22]([CH3:25])([CH3:24])[CH3:23])=[O:21])([CH2:12][C:13](=[O:18])[C:14]([F:17])([F:16])[F:15])[CH2:10][F:11].[B-].[Na+]. (2) Given the product [Cl:19][CH2:18][CH2:17][CH2:16][CH2:15][N:1]1[C:7]2[CH:8]=[CH:9][CH:10]=[CH:11][C:6]=2[C:5](=[O:12])[CH2:4][CH2:3][C:2]1=[O:13], predict the reactants needed to synthesize it. The reactants are: [NH:1]1[C:7]2[CH:8]=[CH:9][CH:10]=[CH:11][C:6]=2[C:5](=[O:12])[CH2:4][CH2:3][C:2]1=[O:13].Br[CH2:15][CH2:16][CH2:17][CH2:18][Cl:19]. (3) Given the product [C:27]([Si:24]([CH3:25])([CH3:26])[O:23][C:20]1[CH:19]=[CH:18][C:17]([C:15]2[N:14]([CH:31]3[CH2:36][CH2:35][CH2:34][CH2:33][CH2:32]3)[C:11]3=[N:12][CH:13]=[C:8]([C:6]4[N:5]([CH2:4][CH2:3][C:1]#[N:2])[N:39]=[N:38][N:37]=4)[CH:9]=[C:10]3[N:16]=2)=[CH:22][CH:21]=1)([CH3:30])([CH3:28])[CH3:29], predict the reactants needed to synthesize it. The reactants are: [C:1]([CH2:3][CH2:4][NH:5][C:6]([C:8]1[CH:9]=[C:10]2[N:16]=[C:15]([C:17]3[CH:22]=[CH:21][C:20]([O:23][Si:24]([C:27]([CH3:30])([CH3:29])[CH3:28])([CH3:26])[CH3:25])=[CH:19][CH:18]=3)[N:14]([CH:31]3[CH2:36][CH2:35][CH2:34][CH2:33][CH2:32]3)[C:11]2=[N:12][CH:13]=1)=O)#[N:2].[N-:37]=[N+:38]=[N-:39].[Na+].N1C(C)=CC=CC=1C.FC(F)(F)S(OS(C(F)(F)F)(=O)=O)(=O)=O. (4) The reactants are: C[O:2][C:3]([C:5]1[CH:6]=[C:7]([Cl:33])[CH:8]=[C:9]2[C:14]=1[NH:13][CH:12]([C:15]1[CH:16]=[C:17]([C:21]3[CH:26]=[CH:25][C:24]([C:27]([CH3:30])([CH3:29])[CH3:28])=[CH:23][CH:22]=3)[CH:18]=[CH:19][CH:20]=1)[C:11]([CH3:32])([CH3:31])[CH2:10]2)=[O:4].[OH-].[Na+].Cl. Given the product [C:27]([C:24]1[CH:23]=[CH:22][C:21]([C:17]2[CH:18]=[CH:19][CH:20]=[C:15]([CH:12]3[C:11]([CH3:31])([CH3:32])[CH2:10][C:9]4[C:14](=[C:5]([C:3]([OH:4])=[O:2])[CH:6]=[C:7]([Cl:33])[CH:8]=4)[NH:13]3)[CH:16]=2)=[CH:26][CH:25]=1)([CH3:28])([CH3:29])[CH3:30], predict the reactants needed to synthesize it. (5) The reactants are: Br[C:2]1[CH:3]=[C:4]2[C:9](=[CH:10][CH:11]=1)[CH:8]=[C:7]([OH:12])[CH:6]=[CH:5]2.[CH:13]1[C:22]2[C:17](=[CH:18][CH:19]=[CH:20][CH:21]=2)[CH:16]=[CH:15][C:14]=1B(O)O.C(=O)([O-])[O-].[Na+].[Na+].Cl. Given the product [CH:21]1[C:22]2[C:17](=[CH:16][CH:15]=[CH:14][CH:13]=2)[CH:18]=[CH:19][C:20]=1[C:2]1[CH:3]=[C:4]2[C:9](=[CH:10][CH:11]=1)[CH:8]=[C:7]([OH:12])[CH:6]=[CH:5]2, predict the reactants needed to synthesize it. (6) Given the product [NH2:11][C:9]1[CH:8]=[C:7]([C:14]([F:23])([F:24])[C:15]2[CH:16]=[C:17]([CH:20]=[CH:21][CH:22]=2)[C:18]#[N:19])[CH:6]=[C:5]([O:4][CH2:3][CH:2]([F:1])[F:25])[CH:10]=1, predict the reactants needed to synthesize it. The reactants are: [F:1][CH:2]([F:25])[CH2:3][O:4][C:5]1[CH:6]=[C:7]([C:14]([F:24])([F:23])[C:15]2[CH:16]=[C:17]([CH:20]=[CH:21][CH:22]=2)[C:18]#[N:19])[CH:8]=[C:9]([N+:11]([O-])=O)[CH:10]=1.[NH4+].[Cl-]. (7) Given the product [F:1][C:2]1[N:7]=[C:6]2[C:8]([CH3:11])=[CH:9][N:10]([NH2:15])[C:5]2=[CH:4][CH:3]=1, predict the reactants needed to synthesize it. The reactants are: [F:1][C:2]1[N:7]=[C:6]2[C:8]([CH3:11])=[CH:9][NH:10][C:5]2=[CH:4][CH:3]=1.[H-].[Na+].C[N:15](C=O)C. (8) Given the product [O:8]1[CH:9]=[CH:10][CH:11]=[C:7]1[C:5]1[CH:4]=[CH:3][N:14]=[C:15]([NH2:17])[N:16]=1, predict the reactants needed to synthesize it. The reactants are: CN(C)[CH:3]=[CH:4][C:5]([C:7]1[O:8][CH:9]=[CH:10][CH:11]=1)=O.Cl.[NH2:14][C:15]([NH2:17])=[NH:16].C(=O)([O-])[O-].[K+].[K+].